From a dataset of Full USPTO retrosynthesis dataset with 1.9M reactions from patents (1976-2016). Predict the reactants needed to synthesize the given product. (1) Given the product [CH2:2]([O:4][C:5](=[O:18])[CH2:6][NH:7][C:8]1[CH:17]=[CH:16][CH:15]=[C:14]2[C:9]=1[CH2:10][CH2:11][N:12]([CH2:22][CH:19]1[CH2:21][CH2:20]1)[CH2:13]2)[CH3:3], predict the reactants needed to synthesize it. The reactants are: Cl.[CH2:2]([O:4][C:5](=[O:18])[CH2:6][NH:7][C:8]1[CH:17]=[CH:16][CH:15]=[C:14]2[C:9]=1[CH2:10][CH2:11][NH:12][CH2:13]2)[CH3:3].[CH:19]1([CH:22]=O)[CH2:21][CH2:20]1.CCN(C(C)C)C(C)C.[BH-](OC(C)=O)(OC(C)=O)OC(C)=O.[Na+].C([O-])(O)=O.[Na+]. (2) Given the product [C:33]([C:8]1[CH:7]=[C:6]([CH2:5][C:4]([O:3][CH2:1][CH3:2])=[O:13])[CH:11]=[CH:10][CH:9]=1)#[C:34][CH2:35][CH2:36][CH3:37], predict the reactants needed to synthesize it. The reactants are: [CH2:1]([O:3][C:4](=[O:13])[CH2:5][C:6]1[CH:11]=[CH:10][CH:9]=[C:8](Br)[CH:7]=1)[CH3:2].O.[F-].C([N+](CCCC)(CCCC)CCCC)CCC.[CH:33]#[C:34][CH2:35][CH2:36][CH3:37]. (3) Given the product [NH:17]([C:2]1[N:7]=[N:6][C:5]2[C:8]3[CH:16]=[CH:15][CH:14]=[CH:13][C:9]=3[CH2:10][CH2:11][CH2:12][C:4]=2[CH:3]=1)[NH2:18], predict the reactants needed to synthesize it. The reactants are: Cl[C:2]1[N:7]=[N:6][C:5]2[C:8]3[CH:16]=[CH:15][CH:14]=[CH:13][C:9]=3[CH2:10][CH2:11][CH2:12][C:4]=2[CH:3]=1.[NH2:17][NH2:18].O. (4) Given the product [Cl:1][C:2]1[C:11]2[N:10]([CH3:12])[O:9][C@H:8]3[NH:13][C@H:14]([C:16]([O:18][C@@H:19]4[C@:28]5([OH:29])[C@H:23]([C@H:24]([C:31]([CH3:33])=[CH2:32])[CH2:25][CH2:26][C@H:27]5[CH3:30])[CH:22]=[C:21]([CH3:34])[C@H:20]4[O:35][C:42](=[O:43])[CH2:41][O:40][C:37](=[O:39])[CH3:38])=[O:17])[CH2:15][C@@:7]3([OH:36])[C:6]=2[CH:5]=[CH:4][CH:3]=1, predict the reactants needed to synthesize it. The reactants are: [Cl:1][C:2]1[C:11]2[N:10]([CH3:12])[O:9][C@H:8]3[NH:13][C@H:14]([C:16]([O:18][C@@H:19]4[C@:28]5([OH:29])[C@H:23]([C@H:24]([C:31]([CH3:33])=[CH2:32])[CH2:25][CH2:26][C@H:27]5[CH3:30])[CH:22]=[C:21]([CH3:34])[C@H:20]4[OH:35])=[O:17])[CH2:15][C@@:7]3([OH:36])[C:6]=2[CH:5]=[CH:4][CH:3]=1.[C:37]([O:40][CH2:41][C:42](O)=[O:43])(=[O:39])[CH3:38].Cl.CN(C)CCCN=C=NCC. (5) The reactants are: [CH2:1]([O:8][C:9]([NH:11][C@@H:12]([CH2:17][NH:18][C:19]([O:21][C:22]([CH3:25])([CH3:24])[CH3:23])=[O:20])[C:13]([O:15]C)=[O:14])=[O:10])[C:2]1[CH:7]=[CH:6][CH:5]=[CH:4][CH:3]=1.[OH-].[Li+].C(OCC)(=O)C. Given the product [CH2:1]([O:8][C:9]([NH:11][C@@H:12]([CH2:17][NH:18][C:19]([O:21][C:22]([CH3:25])([CH3:24])[CH3:23])=[O:20])[C:13]([OH:15])=[O:14])=[O:10])[C:2]1[CH:3]=[CH:4][CH:5]=[CH:6][CH:7]=1, predict the reactants needed to synthesize it. (6) Given the product [Au:3].[C:7]([O-:19])(=[O:18])[CH2:8][C:9]([CH2:14][C:15]([O-:17])=[O:16])([C:11]([O-:13])=[O:12])[OH:10], predict the reactants needed to synthesize it. The reactants are: [H+].Cl[Au-:3](Cl)(Cl)Cl.[C:7]([O-:19])(=[O:18])[CH2:8][C:9]([CH2:14][C:15]([O-:17])=[O:16])([C:11]([O-:13])=[O:12])[OH:10].[Na+].[Na+].[Na+].[Au].